This data is from Full USPTO retrosynthesis dataset with 1.9M reactions from patents (1976-2016). The task is: Predict the reactants needed to synthesize the given product. (1) The reactants are: [CH3:1][C:2]1[O:6][N:5]=[C:4]([C:7]2[CH:12]=[CH:11][C:10]([NH2:13])=[CH:9][CH:8]=2)[N:3]=1.[CH3:14][O:15][C:16]1[C:25]2[O:24][CH2:23][O:22][CH2:21][C:20]=2[CH:19]=[C:18]([CH:26]=O)[CH:17]=1.C[Si]([C:32]#[N:33])(C)C. Given the product [CH3:14][O:15][C:16]1[C:25]2[O:24][CH2:23][O:22][CH2:21][C:20]=2[CH:19]=[C:18]([CH:26]([NH:13][C:10]2[CH:11]=[CH:12][C:7]([C:4]3[N:3]=[C:2]([CH3:1])[O:6][N:5]=3)=[CH:8][CH:9]=2)[C:32]#[N:33])[CH:17]=1, predict the reactants needed to synthesize it. (2) Given the product [CH2:1]([O:8][C:9]1[C:14]([CH2:15][OH:16])=[C:13]([CH2:17][CH3:18])[CH:12]=[C:11]([CH3:19])[N:10]=1)[C:2]1[CH:3]=[CH:4][CH:5]=[CH:6][CH:7]=1, predict the reactants needed to synthesize it. The reactants are: [CH2:1]([O:8][C:9]1[C:14]([CH:15]=[O:16])=[C:13]([CH2:17][CH3:18])[CH:12]=[C:11]([CH3:19])[N:10]=1)[C:2]1[CH:7]=[CH:6][CH:5]=[CH:4][CH:3]=1.[BH4-].[Na+]. (3) Given the product [Cl:46][S:14]([C:17]1[CH:18]=[C:19]2[C:23](=[CH:24][CH:25]=1)[NH:22][C:21](=[O:26])[C:20]2=[O:27])(=[O:16])=[O:15], predict the reactants needed to synthesize it. The reactants are: O(CC1CCCN1[S:14]([C:17]1[CH:18]=[C:19]2[C:23](=[CH:24][CH:25]=1)[NH:22][C:21](=[O:26])[C:20]2=[O:27])(=[O:16])=[O:15])C1C=CC=CC=1.N1C2C(=CC(S(O)(=O)=O)=CC=2)C(=O)C1=O.[Na].P(Cl)(Cl)([Cl:46])=O.C(N1C=CC=C1CO)(OC(C)(C)C)=O.C1(C)C=CC(S(Cl)(=O)=O)=CC=1. (4) The reactants are: [Cl:1][C:2]1[C:7]([CH3:8])=[CH:6][CH:5]=[CH:4][N+:3]=1[O-].C(N(CC)CC)C.P(Cl)(Cl)([Cl:19])=O.[OH-].[Na+]. Given the product [Cl:1][C:2]1[C:7]([CH3:8])=[CH:6][CH:5]=[C:4]([Cl:19])[N:3]=1, predict the reactants needed to synthesize it. (5) Given the product [CH2:1]([O:4][C:5]1[CH:33]=[CH:32][C:8]([CH2:9][N:10]([CH2:23][C:24]2[CH:25]=[CH:26][C:27]([C:30]#[N:31])=[CH:28][CH:29]=2)[C:11]2[C:12]([CH3:22])=[C:13]([N:17]([S:41]([CH3:44])(=[O:43])=[O:42])[S:18]([CH3:21])(=[O:19])=[O:20])[CH:14]=[CH:15][CH:16]=2)=[CH:7][CH:6]=1)[CH:2]=[CH2:3], predict the reactants needed to synthesize it. The reactants are: [CH2:1]([O:4][C:5]1[CH:33]=[CH:32][C:8]([CH2:9][N:10]([CH2:23][C:24]2[CH:29]=[CH:28][C:27]([C:30]#[N:31])=[CH:26][CH:25]=2)[C:11]2[C:12]([CH3:22])=[C:13]([NH:17][S:18]([CH3:21])(=[O:20])=[O:19])[CH:14]=[CH:15][CH:16]=2)=[CH:7][CH:6]=1)[CH:2]=[CH2:3].C(N(CC)CC)C.[S:41](Cl)([CH3:44])(=[O:43])=[O:42]. (6) Given the product [Cl:17][C:11]1[N:10]=[C:9]([N:5]2[CH2:6][CH2:7][CH2:8][C@@H:3]([NH:2][C:18](=[O:27])[C:19]3[CH:24]=[CH:23][C:22]([O:25][CH3:26])=[CH:21][CH:20]=3)[CH2:4]2)[CH:14]=[N:13][C:12]=1[C:15]#[N:16], predict the reactants needed to synthesize it. The reactants are: Cl.[NH2:2][C@@H:3]1[CH2:8][CH2:7][CH2:6][N:5]([C:9]2[N:10]=[C:11]([Cl:17])[C:12]([C:15]#[N:16])=[N:13][CH:14]=2)[CH2:4]1.[C:18](O)(=[O:27])[C:19]1[CH:24]=[CH:23][C:22]([O:25][CH3:26])=[CH:21][CH:20]=1.CCN(C(C)C)C(C)C.C1CN([P+](ON2N=NC3C=CC=CC2=3)(N2CCCC2)N2CCCC2)CC1.F[P-](F)(F)(F)(F)F.